From a dataset of Catalyst prediction with 721,799 reactions and 888 catalyst types from USPTO. Predict which catalyst facilitates the given reaction. (1) Reactant: C(=O)(OC(Cl)(Cl)Cl)[O:2][C:3](Cl)(Cl)[Cl:4].[CH2:13]([O:20][C:21]([NH:23][C@H:24]([C:28]([O:30][CH2:31][CH:32]([CH2:34][O:35][C:36](=[O:54])[CH2:37][CH2:38][CH2:39][CH2:40][CH2:41][CH2:42][CH2:43][CH2:44][CH2:45][CH2:46][CH2:47][CH2:48][CH2:49][CH2:50][CH2:51][CH2:52][CH3:53])[OH:33])=[O:29])[CH:25]([CH3:27])[CH3:26])=[O:22])[C:14]1[CH:19]=[CH:18][CH:17]=[CH:16][CH:15]=1.C(N(CC)CC)C.CCCCCC. Product: [CH2:13]([O:20][C:21]([NH:23][C@H:24]([C:28]([O:30][CH2:31][CH:32]([O:33][C:3]([Cl:4])=[O:2])[CH2:34][O:35][C:36](=[O:54])[CH2:37][CH2:38][CH2:39][CH2:40][CH2:41][CH2:42][CH2:43][CH2:44][CH2:45][CH2:46][CH2:47][CH2:48][CH2:49][CH2:50][CH2:51][CH2:52][CH3:53])=[O:29])[CH:25]([CH3:27])[CH3:26])=[O:22])[C:14]1[CH:15]=[CH:16][CH:17]=[CH:18][CH:19]=1. The catalyst class is: 4. (2) Reactant: [O:1]1[C:5]2([CH2:10][CH2:9][CH:8]([C:11](OCC)=[O:12])[CH2:7][CH2:6]2)[O:4][CH2:3][CH2:2]1.[H-].[Al+3].[Li+].[H-].[H-].[H-].[OH-].[Na+].[O-]S([O-])(=O)=O.[Na+].[Na+]. Product: [O:1]1[C:5]2([CH2:10][CH2:9][CH:8]([CH2:11][OH:12])[CH2:7][CH2:6]2)[O:4][CH2:3][CH2:2]1. The catalyst class is: 280.